Predict which catalyst facilitates the given reaction. From a dataset of Catalyst prediction with 721,799 reactions and 888 catalyst types from USPTO. (1) Reactant: [F:1][C:2]1[C:7]([CH2:8][N:9]2[CH:13]=[CH:12][C:11]([NH:14][C:15]3[S:16][C:17]([C:20]([OH:28])([C:22]4[S:23][CH:24]=[C:25]([CH3:27])[N:26]=4)[CH3:21])=[N:18][N:19]=3)=[N:10]2)=[CH:6][CH:5]=[CH:4][C:3]=1[NH:29]C(=O)OCC.[F-].C([N+](CCCC)(CCCC)CCCC)CCC. Product: [NH2:29][C:3]1[C:2]([F:1])=[C:7]([CH2:8][N:9]2[CH:13]=[CH:12][C:11]([NH:14][C:15]3[S:16][C:17]([C:20]([C:22]4[S:23][CH:24]=[C:25]([CH3:27])[N:26]=4)([OH:28])[CH3:21])=[N:18][N:19]=3)=[N:10]2)[CH:6]=[CH:5][CH:4]=1. The catalyst class is: 1. (2) Reactant: C[O:2][C:3]([C:5]1[N:6]=[C:7]2[N:22]([CH2:23][C:24](=[O:31])[N:25]3[CH2:30][CH2:29][CH2:28][CH2:27][CH2:26]3)[CH:21]=[CH:20][N:8]2[C:9](=[O:19])[C:10]=1[O:11][CH2:12][C:13]1[CH:18]=[CH:17][CH:16]=[CH:15][CH:14]=1)=[O:4].[Li+].[OH-].Cl. Product: [CH2:12]([O:11][C:10]1[C:9](=[O:19])[N:8]2[CH:20]=[CH:21][N:22]([CH2:23][C:24](=[O:31])[N:25]3[CH2:26][CH2:27][CH2:28][CH2:29][CH2:30]3)[C:7]2=[N:6][C:5]=1[C:3]([OH:4])=[O:2])[C:13]1[CH:18]=[CH:17][CH:16]=[CH:15][CH:14]=1. The catalyst class is: 1. (3) Reactant: [Br:1][C:2]1[C:3](=[O:26])[N:4]([CH2:18][CH2:19][C:20]2[CH:25]=[CH:24][CH:23]=[CH:22][CH:21]=2)[C:5]([C:11]2[CH:16]=[CH:15][CH:14]=[CH:13][C:12]=2[OH:17])=[N:6][C:7]=1[CH2:8]OC.C(Br)(Br)(Br)[Br:28].C1(P(C2C=CC=CC=2)C2C=CC=CC=2)C=CC=CC=1. Product: [Br:1][C:2]1[C:3](=[O:26])[N:4]([CH2:18][CH2:19][C:20]2[CH:25]=[CH:24][CH:23]=[CH:22][CH:21]=2)[C:5]([C:11]2[CH:16]=[CH:15][CH:14]=[CH:13][C:12]=2[OH:17])=[N:6][C:7]=1[CH2:8][Br:28]. The catalyst class is: 2. (4) Reactant: [C:1]1([C:7]2([C:14]3[CH:19]=[CH:18][CH:17]=[CH:16][CH:15]=3)[NH:11][C:10](=[O:12])[NH:9][C:8]2=[O:13])[CH:6]=[CH:5][CH:4]=[CH:3][CH:2]=1.[H-].[Na+].[CH:22]1[C:31]2[C:26](=[CH:27][CH:28]=[CH:29][CH:30]=2)[CH:25]=[CH:24][C:23]=1[S:32](Cl)(=[O:34])=[O:33].O. Product: [CH:22]1[C:31]2[C:26](=[CH:27][CH:28]=[CH:29][CH:30]=2)[CH:25]=[CH:24][C:23]=1[S:32]([N:9]1[C:8](=[O:13])[C:7]([C:1]2[CH:6]=[CH:5][CH:4]=[CH:3][CH:2]=2)([C:14]2[CH:15]=[CH:16][CH:17]=[CH:18][CH:19]=2)[NH:11][C:10]1=[O:12])(=[O:33])=[O:34]. The catalyst class is: 54. (5) Reactant: CC1(C)CCCC(C)(C)N1.[Li]CCCC.[N:16]1[CH:21]=[CH:20][CH:19]=[CH:18][N:17]=1.[C:22]1([CH2:28][CH2:29][CH2:30][CH2:31][CH2:32][CH2:33][CH:34]=[O:35])[CH:27]=[CH:26][CH:25]=[CH:24][CH:23]=1. Product: [C:22]1([CH2:28][CH2:29][CH2:30][CH2:31][CH2:32][CH2:33][CH:34]([C:21]2[N:16]=[N:17][CH:18]=[CH:19][CH:20]=2)[OH:35])[CH:27]=[CH:26][CH:25]=[CH:24][CH:23]=1. The catalyst class is: 1. (6) Reactant: C(=O)([O-])[O-].[Na+].[Na+].I[C:8]1[CH:13]=[CH:12][C:11]([Br:14])=[CH:10][CH:9]=1.[CH:15]1[C:23]2[C:22]3[CH:24]=[CH:25][CH:26]=[CH:27][C:21]=3[O:20][C:19]=2[C:18](B(O)O)=[CH:17][CH:16]=1. Product: [Br:14][C:11]1[CH:12]=[CH:13][C:8]([C:27]2[C:21]3[O:20][C:19]4[CH:18]=[CH:17][CH:16]=[CH:15][C:23]=4[C:22]=3[CH:24]=[CH:25][CH:26]=2)=[CH:9][CH:10]=1. The catalyst class is: 206. (7) Reactant: [H-].[Na+].[CH3:3][C:4]1([CH3:15])[CH2:13][C:12]2[NH:11][CH2:10][CH2:9][CH2:8][C:7]=2[C:6](=[O:14])[CH2:5]1.[Br:16][C:17]1[CH:24]=[C:23](F)[CH:22]=[CH:21][C:18]=1[C:19]#[N:20]. Product: [Br:16][C:17]1[CH:24]=[C:23]([N:11]2[C:12]3[CH2:13][C:4]([CH3:15])([CH3:3])[CH2:5][C:6](=[O:14])[C:7]=3[CH2:8][CH2:9][CH2:10]2)[CH:22]=[CH:21][C:18]=1[C:19]#[N:20]. The catalyst class is: 16.